From a dataset of Catalyst prediction with 721,799 reactions and 888 catalyst types from USPTO. Predict which catalyst facilitates the given reaction. Reactant: Br[C:2]1[CH:7]=[CH:6][C:5]([C:8]2[CH:13]=[CH:12][CH:11]=[CH:10][CH:9]=2)=[CH:4][CH:3]=1.II.[C:16]([Cu])#[N:17].[O:19]=[C:20]1[NH:24][C@H:23]([CH2:25]OS(C2C=CC(C)=CC=2)(=O)=O)[CH2:22][CH2:21]1.S([C:41]1C=C[C:44](C)=[CH:43][CH:42]=1)([O-])(=O)=O.N.[NH4+].[Cl-]. Product: [C:5]1([C:8]2[CH:13]=[CH:12][CH:11]=[CH:10][CH:9]=2)[CH:6]=[CH:7][C:2]([CH2:25][C@H:23]2[N:24]([CH2:16][N:17]3[CH2:44][CH2:43][CH2:42][CH2:41]3)[C:20](=[O:19])[CH2:21][CH2:22]2)=[CH:3][CH:4]=1. The catalyst class is: 523.